This data is from Forward reaction prediction with 1.9M reactions from USPTO patents (1976-2016). The task is: Predict the product of the given reaction. (1) The product is: [CH3:20][N:17]1[C:5]2[C:6]([O:8][C@@H:9]([C@H:11]3[CH2:15][NH:14][C:13](=[O:16])[CH2:12]3)[CH3:10])=[N:7][C:2]([C:29]3[CH:30]=[CH:31][C:23]4[N:22]([CH3:21])[CH2:27][CH2:26][O:25][C:24]=4[CH:28]=3)=[CH:3][C:4]=2[N:19]=[CH:18]1. Given the reactants Cl[C:2]1[N:7]=[C:6]([O:8][C@@H:9]([C@H:11]2[CH2:15][NH:14][C:13](=[O:16])[CH2:12]2)[CH3:10])[C:5]2[N:17]([CH3:20])[CH:18]=[N:19][C:4]=2[CH:3]=1.[CH3:21][N:22]1[CH2:27][CH2:26][O:25][C:24]2[CH:28]=[C:29](B3OC(C)(C)C(C)(C)O3)[CH:30]=[CH:31][C:23]1=2, predict the reaction product. (2) Given the reactants Cl.[CH3:2][O:3][C:4](=[O:8])[C@@H:5]([NH2:7])[CH3:6].[F:9][C:10]1[CH:17]=[CH:16][C:13]([CH:14]=O)=[CH:12][CH:11]=1.C(N(CC)CC)C.C(O[BH-](OC(=O)C)OC(=O)C)(=O)C.[Na+].[OH-].[Na+], predict the reaction product. The product is: [CH3:2][O:3][C:4](=[O:8])[C@@H:5]([NH:7][CH2:14][C:13]1[CH:16]=[CH:17][C:10]([F:9])=[CH:11][CH:12]=1)[CH3:6]. (3) The product is: [CH3:12][O:13][C:14]([C:23]1[C:29]([CH2:30][CH2:31][CH3:32])=[CH:28][C:26]([NH:27][C:8]([C:5]2[C:4]([CH3:11])=[N:3][N:2]([CH3:1])[C:6]=2[CH3:7])=[O:9])=[C:25]([CH3:33])[CH:24]=1)([C:15]([F:16])([F:17])[F:18])[C:19]([F:20])([F:22])[F:21]. Given the reactants [CH3:1][N:2]1[C:6]([CH3:7])=[C:5]([C:8](Cl)=[O:9])[C:4]([CH3:11])=[N:3]1.[CH3:12][O:13][C:14]([C:23]1[C:29]([CH2:30][CH2:31][CH3:32])=[CH:28][C:26]([NH2:27])=[C:25]([CH3:33])[CH:24]=1)([C:19]([F:22])([F:21])[F:20])[C:15]([F:18])([F:17])[F:16].C(N(CC)CC)C, predict the reaction product. (4) The product is: [F:18][C:19]1[CH:20]=[CH:21][C:22]2=[C:23]([CH:39]=1)[O:24][CH2:25][C:26]1[CH:36]=[C:35]([CH:37]([OH:38])[C:2]3[N:6]4[CH:7]=[CH:8][CH:9]=[C:10]([C:11]([F:14])([F:13])[F:12])[C:5]4=[N:4][C:3]=3[CH2:15][O:16][CH3:17])[CH:34]=[CH:33][C:27]=1/[C:28]/2=[C:29](/[CH3:32])\[C:30]#[N:31]. Given the reactants I[C:2]1[N:6]2[CH:7]=[CH:8][CH:9]=[C:10]([C:11]([F:14])([F:13])[F:12])[C:5]2=[N:4][C:3]=1[CH2:15][O:16][CH3:17].[F:18][C:19]1[CH:20]=[CH:21][C:22]2=[C:23]([CH:39]=1)[O:24][CH2:25][C:26]1[CH:36]=[C:35]([CH:37]=[O:38])[CH:34]=[CH:33][C:27]=1/[C:28]/2=[C:29](/[CH3:32])\[C:30]#[N:31], predict the reaction product. (5) Given the reactants [CH3:1][C@H:2]1[C@@H:7]([N:8]([C:10]2[N:18]=[CH:17][N:16]=[C:15]3[C:11]=2[CH:12]=[CH:13][NH:14]3)[CH3:9])[CH2:6][N:5]([C:19]([CH2:21][C:22]#[N:23])=[O:20])[CH2:4][CH2:3]1.[C:24]([OH:36])(=[O:35])[CH2:25][C:26]([CH2:31][C:32]([OH:34])=[O:33])([C:28]([OH:30])=[O:29])[OH:27], predict the reaction product. The product is: [CH3:1][C@H:2]1[C@@H:7]([N:8]([C:10]2[N:18]=[CH:17][N:16]=[C:15]3[C:11]=2[CH:12]=[CH:13][NH:14]3)[CH3:9])[CH2:6][N:5]([C:19]([CH2:21][C:22]#[N:23])=[O:20])[CH2:4][CH2:3]1.[CH2:31]([C:26]([OH:27])([C:28]([OH:30])=[O:29])[CH2:25][C:24]([OH:36])=[O:35])[C:32]([OH:34])=[O:33]. (6) The product is: [CH2:1]([Si:3]([CH2:21][CH3:22])([CH2:19][CH3:20])[O:4][CH:5]([CH2:9][CH2:10][O:11][CH2:12][C:13]1[CH:18]=[CH:17][CH:16]=[CH:15][CH:14]=1)[CH2:6][CH:7]=[O:27])[CH3:2]. Given the reactants [CH2:1]([Si:3]([CH2:21][CH3:22])([CH2:19][CH3:20])[O:4][CH:5]([CH2:9][CH2:10][O:11][CH2:12][C:13]1[CH:18]=[CH:17][CH:16]=[CH:15][CH:14]=1)[CH2:6][CH:7]=C)[CH3:2].C[N+]1([O-])CC[O:27]CC1.I([O-])(=O)(=O)=O.[Na+], predict the reaction product. (7) Given the reactants C[O:2][C:3]([C:5]1[CH:6]=[C:7]([Cl:24])[CH:8]=[C:9]2[C:14]=1[NH:13][CH:12]([C:15]1[CH:20]=[CH:19][CH:18]=[C:17](Br)[CH:16]=1)[CH2:11][C:10]2([CH3:23])[CH3:22])=[O:4].[NH:25]1[CH2:30][CH2:29][O:28][CH2:27][CH2:26]1.Cl.CN(C)CC(O)=O.C(=O)([O-])[O-].[K+].[K+], predict the reaction product. The product is: [Cl:24][C:7]1[CH:8]=[C:9]2[C:14](=[C:5]([C:3]([OH:2])=[O:4])[CH:6]=1)[NH:13][CH:12]([C:15]1[CH:20]=[CH:19][CH:18]=[C:17]([N:25]3[CH2:30][CH2:29][O:28][CH2:27][CH2:26]3)[CH:16]=1)[CH2:11][C:10]2([CH3:23])[CH3:22]. (8) Given the reactants [C-:1]#[N:2].[K+].CS(O[CH2:9][CH2:10][CH:11]([C:24]1[C:29]([F:30])=[CH:28][C:27]([Cl:31])=[CH:26][C:25]=1[F:32])[C:12]1[C:20]2[C:15](=[C:16]([CH2:21][S:22][CH3:23])[CH:17]=[CH:18][CH:19]=2)[NH:14][CH:13]=1)(=O)=O.C(OCC)(=O)C, predict the reaction product. The product is: [Cl:31][C:27]1[CH:28]=[C:29]([F:30])[C:24]([CH:11]([C:12]2[C:20]3[C:15](=[C:16]([CH2:21][S:22][CH3:23])[CH:17]=[CH:18][CH:19]=3)[NH:14][CH:13]=2)[CH2:10][CH2:9][C:1]#[N:2])=[C:25]([F:32])[CH:26]=1. (9) Given the reactants [C:1]1([C:7]([C:11]2[CH:16]=[CH:15][CH:14]=[CH:13][CH:12]=2)=[N:8]NC)[CH:6]=[CH:5][CH:4]=[CH:3][CH:2]=1.Br[C:18]#[N:19].C([O-])([O-])=O.[K+].[K+].CCOC(C)=O.[CH3:32][N:33](C=O)C, predict the reaction product. The product is: [C:1]1([C:7]([C:11]2[CH:16]=[CH:15][CH:14]=[CH:13][CH:12]=2)=[N:8][N:19]([CH3:18])[C:32]#[N:33])[CH:2]=[CH:3][CH:4]=[CH:5][CH:6]=1.